From a dataset of Full USPTO retrosynthesis dataset with 1.9M reactions from patents (1976-2016). Predict the reactants needed to synthesize the given product. (1) Given the product [CH2:17]([C:8]1[CH:9]=[C:10]([CH2:13][CH2:14][C:15]#[N:16])[CH:11]=[CH:12][C:7]=1[C:28]1[CH:29]=[CH:30][C:25]([O:24][CH3:23])=[C:26]([CH2:40][C:41]2[C:50]3[C:45](=[CH:46][CH:47]=[CH:48][CH:49]=3)[CH:44]=[CH:43][CH:42]=2)[CH:27]=1)[CH:18]([CH3:20])[CH3:19], predict the reactants needed to synthesize it. The reactants are: FC(F)(F)S(O[C:7]1[CH:12]=[CH:11][C:10]([CH2:13][CH2:14][C:15]#[N:16])=[CH:9][C:8]=1[CH2:17][CH:18]([CH3:20])[CH3:19])(=O)=O.[CH3:23][O:24][C:25]1[CH:30]=[CH:29][C:28](B2OC(C)(C)C(C)(C)O2)=[CH:27][C:26]=1[CH2:40][C:41]1[C:50]2[C:45](=[CH:46][CH:47]=[CH:48][CH:49]=2)[CH:44]=[CH:43][CH:42]=1.C([O-])([O-])=O.[Na+].[Na+]. (2) Given the product [CH2:13]([N:20]1[C:28]2[C:27]([O:12][C:5]3[C:6]([CH3:11])=[CH:7][C:8]([CH3:10])=[CH:9][C:4]=3[CH3:3])=[N:26][C:25]([NH2:30])=[N:24][C:23]=2[CH:22]=[CH:21]1)[C:14]1[CH:15]=[CH:16][CH:17]=[CH:18][CH:19]=1, predict the reactants needed to synthesize it. The reactants are: [H-].[Na+].[CH3:3][C:4]1[CH:9]=[C:8]([CH3:10])[CH:7]=[C:6]([CH3:11])[C:5]=1[OH:12].[CH2:13]([N:20]1[C:28]2[C:27](Cl)=[N:26][C:25]([NH2:30])=[N:24][C:23]=2[CH:22]=[CH:21]1)[C:14]1[CH:19]=[CH:18][CH:17]=[CH:16][CH:15]=1.